This data is from Full USPTO retrosynthesis dataset with 1.9M reactions from patents (1976-2016). The task is: Predict the reactants needed to synthesize the given product. (1) The reactants are: [Na].[CH2:2]([O:4][C:5](=[O:10])[CH2:6][C:7]([CH3:9])=[O:8])[CH3:3].[Cl:11][C:12]1[CH:13]=[C:14]([CH:17]=[C:18]([Cl:20])[CH:19]=1)[CH2:15]Cl. Given the product [Cl:11][C:12]1[CH:13]=[C:14]([CH:17]=[C:18]([Cl:20])[CH:19]=1)[CH2:15][CH:6]([C:7](=[O:8])[CH3:9])[C:5]([O:4][CH2:2][CH3:3])=[O:10], predict the reactants needed to synthesize it. (2) The reactants are: C[O:2][C:3](=O)[C:4]1[CH:9]=[CH:8][C:7]([N:10]2[C:17](=[S:18])[N:16]([C:19]3[CH:24]=[CH:23][C:22]([C:25]#[N:26])=[C:21]([C:27]([F:30])([F:29])[F:28])[CH:20]=3)[C:15](=[O:31])[C:11]32[CH2:14][CH2:13][CH2:12]3)=[CH:6][CH:5]=1.[CH3:33][NH2:34]. Given the product [CH3:33][NH:34][C:3](=[O:2])[C:4]1[CH:9]=[CH:8][C:7]([N:10]2[C:17](=[S:18])[N:16]([C:19]3[CH:24]=[CH:23][C:22]([C:25]#[N:26])=[C:21]([C:27]([F:29])([F:30])[F:28])[CH:20]=3)[C:15](=[O:31])[C:11]32[CH2:12][CH2:13][CH2:14]3)=[CH:6][CH:5]=1, predict the reactants needed to synthesize it. (3) Given the product [OH:1][NH:35][C:37](=[O:38])[CH:12]([N:13]([C:27]1[CH:32]=[CH:31][CH:30]=[CH:29][N:28]=1)[C:14]1[CH:19]=[C:18]([C:20]2[CH:25]=[CH:24][CH:23]=[CH:22][C:21]=2[CH3:26])[CH:17]=[CH:16][N:15]=1)[CH2:11][CH2:10][CH2:9][CH2:8][CH3:7], predict the reactants needed to synthesize it. The reactants are: [OH:1]N.C(OC(=O)[CH2:7][CH2:8][CH2:9][CH2:10][CH2:11][CH2:12][N:13]([C:27]1[CH:32]=[CH:31][CH:30]=[CH:29][N:28]=1)[C:14]1[CH:19]=[C:18]([C:20]2[CH:25]=[CH:24][CH:23]=[CH:22][C:21]=2[CH3:26])[CH:17]=[CH:16][N:15]=1)C.C[N:35]([CH:37]=[O:38])C.